This data is from Catalyst prediction with 721,799 reactions and 888 catalyst types from USPTO. The task is: Predict which catalyst facilitates the given reaction. (1) Reactant: [NH2:1][C:2]1[C:3]([NH:23][C:24]2[CH:40]=[CH:39][C:27]3[O:28][CH2:29][CH2:30][N:31]([C:32]([O:34][C:35]([CH3:38])([CH3:37])[CH3:36])=[O:33])[C:26]=3[CH:25]=2)=[N:4][CH:5]=[N:6][C:7]=1[N:8]([CH2:16][C:17]1[CH:22]=[CH:21][CH:20]=[CH:19][CH:18]=1)[CH2:9][C:10]1[CH:15]=[CH:14][CH:13]=[CH:12][CH:11]=1.Cl[C:42](Cl)([O:44]C(=O)OC(Cl)(Cl)Cl)Cl. Product: [CH2:16]([N:8]([CH2:9][C:10]1[CH:11]=[CH:12][CH:13]=[CH:14][CH:15]=1)[C:7]1[N:6]=[CH:5][N:4]=[C:3]2[C:2]=1[NH:1][C:42](=[O:44])[N:23]2[C:24]1[CH:40]=[CH:39][C:27]2[O:28][CH2:29][CH2:30][N:31]([C:32]([O:34][C:35]([CH3:37])([CH3:36])[CH3:38])=[O:33])[C:26]=2[CH:25]=1)[C:17]1[CH:18]=[CH:19][CH:20]=[CH:21][CH:22]=1. The catalyst class is: 2. (2) Reactant: [CH3:1][N:2]1[CH:6]=[CH:5][C:4]([NH2:7])=[N:3]1.[CH3:8][C:9](=O)[CH2:10][CH2:11][C:12](=O)[CH3:13].C1(C)C=CC(S(O)(=O)=O)=CC=1. Product: [CH3:13][C:12]1[N:7]([C:4]2[CH:5]=[CH:6][N:2]([CH3:1])[N:3]=2)[C:9]([CH3:8])=[CH:10][CH:11]=1. The catalyst class is: 48. (3) Reactant: [F:1][C:2]1[CH:17]=[CH:16][C:5]([O:6][C:7]2[CH:12]=[CH:11][C:10]([C:13](=[O:15])[CH3:14])=[CH:9][CH:8]=2)=[CH:4][CH:3]=1.[Br:18]Br. Product: [Br:18][CH2:14][C:13]([C:10]1[CH:11]=[CH:12][C:7]([O:6][C:5]2[CH:16]=[CH:17][C:2]([F:1])=[CH:3][CH:4]=2)=[CH:8][CH:9]=1)=[O:15]. The catalyst class is: 8. (4) Reactant: [NH2:1][C@:2]12[CH2:39][CH2:38][C@@H:37]([C:40]([CH3:42])=[CH2:41])[C@@H:3]1[C@@H:4]1[C@@:17]([CH3:20])([CH2:18][CH2:19]2)[C@@:16]2([CH3:21])[C@@H:7]([C@:8]3([CH3:36])[C@@H:13]([CH2:14][CH2:15]2)[C:12]([CH3:23])([CH3:22])[C:11]([CH:24]=[C:25]2[CH2:30][CH2:29][CH:28]([C:31]([O:33][CH2:34][CH3:35])=[O:32])[CH2:27][CH2:26]2)=[CH:10][CH2:9]3)[CH2:6][CH2:5]1.P(=O)(O)(O)O.[K].[I-].[K+].Cl[CH2:52][CH2:53][N:54]1[CH2:59][CH2:58][S:57](=[O:61])(=[O:60])[CH2:56][CH2:55]1. Product: [O:60]=[S:57]1(=[O:61])[CH2:58][CH2:59][N:54]([CH2:53][CH2:52][NH:1][C@:2]23[CH2:39][CH2:38][C@@H:37]([C:40]([CH3:42])=[CH2:41])[C@@H:3]2[C@@H:4]2[C@@:17]([CH3:20])([CH2:18][CH2:19]3)[C@@:16]3([CH3:21])[C@@H:7]([C@:8]4([CH3:36])[C@@H:13]([CH2:14][CH2:15]3)[C:12]([CH3:22])([CH3:23])[C:11]([CH:24]=[C:25]3[CH2:30][CH2:29][CH:28]([C:31]([O:33][CH2:34][CH3:35])=[O:32])[CH2:27][CH2:26]3)=[CH:10][CH2:9]4)[CH2:6][CH2:5]2)[CH2:55][CH2:56]1. The catalyst class is: 10.